This data is from Forward reaction prediction with 1.9M reactions from USPTO patents (1976-2016). The task is: Predict the product of the given reaction. (1) Given the reactants [Cl:1][C:2]1[CH:7]=[CH:6][C:5]([NH:8][C:9]([NH:11][C:12]2[CH:28]=[CH:27][C:15]([O:16][C:17]3[CH:22]=[CH:21][N:20]=[C:19]([C:23]([O:25]C)=O)[CH:18]=3)=[CH:14][CH:13]=2)=[O:10])=[CH:4][C:3]=1[C:29]([F:32])([F:31])[F:30].O.[NH2:34][NH2:35], predict the reaction product. The product is: [Cl:1][C:2]1[CH:7]=[CH:6][C:5]([NH:8][C:9]([NH:11][C:12]2[CH:28]=[CH:27][C:15]([O:16][C:17]3[CH:22]=[CH:21][N:20]=[C:19]([C:23]([NH:34][NH2:35])=[O:25])[CH:18]=3)=[CH:14][CH:13]=2)=[O:10])=[CH:4][C:3]=1[C:29]([F:30])([F:32])[F:31]. (2) Given the reactants FC(F)(F)C(O)=O.[CH3:8][CH:9]1[CH:22]=[C:21]([CH:23]=[CH:24][C:25]#[N:26])[CH:20]=[C:19]([CH3:27])[C:10]1(C(O)=O)CNC1C=CC=CC=1.[NH3:31], predict the reaction product. The product is: [CH3:8][C:9]1[CH:22]=[C:21]([CH:23]=[CH:24][C:25]#[N:26])[CH:20]=[C:19]([CH3:27])[C:10]=1[NH2:31]. (3) Given the reactants Br[C:2]1[CH:3]=[C:4]([NH:10][C:11]2[CH:15]=[CH:14][N:13]([CH3:16])[N:12]=2)[C:5](=[O:9])[N:6]([CH3:8])[CH:7]=1.[CH3:17][N:18]([CH3:50])[C:19]1[CH:20]=[C:21]2[C:26](=[CH:27][CH:28]=1)[C:25](=[O:29])[N:24]([C:30]1[CH:40]=[CH:39][CH:38]=[C:37](B3OC(C)(C)C(C)(C)O3)[C:31]=1[CH2:32][O:33]C(=O)C)[CH:23]=[CH:22]2.C(=O)([O-])[O-].[Na+].[Na+].[OH-].[Li+], predict the reaction product. The product is: [CH3:17][N:18]([CH3:50])[C:19]1[CH:20]=[C:21]2[C:26](=[CH:27][CH:28]=1)[C:25](=[O:29])[N:24]([C:30]1[CH:40]=[CH:39][CH:38]=[C:37]([C:2]3[CH:3]=[C:4]([NH:10][C:11]4[CH:15]=[CH:14][N:13]([CH3:16])[N:12]=4)[C:5](=[O:9])[N:6]([CH3:8])[CH:7]=3)[C:31]=1[CH2:32][OH:33])[CH:23]=[CH:22]2. (4) Given the reactants [H-].[Na+].[Si:3]([O:10][CH2:11][C:12]1[CH:17]=[C:16]([O:18][CH2:19][CH3:20])[C:15]([C:21]2([OH:25])[CH2:24][CH2:23][CH2:22]2)=[C:14]([O:26][CH2:27][CH3:28])[CH:13]=1)([C:6]([CH3:9])([CH3:8])[CH3:7])([CH3:5])[CH3:4].[CH3:29]N(C=O)C.IC, predict the reaction product. The product is: [C:6]([Si:3]([O:10][CH2:11][C:12]1[CH:17]=[C:16]([O:18][CH2:19][CH3:20])[C:15]([C:21]2([O:25][CH3:29])[CH2:22][CH2:23][CH2:24]2)=[C:14]([O:26][CH2:27][CH3:28])[CH:13]=1)([CH3:5])[CH3:4])([CH3:9])([CH3:8])[CH3:7].